The task is: Predict the product of the given reaction.. This data is from Forward reaction prediction with 1.9M reactions from USPTO patents (1976-2016). (1) The product is: [I:3][C:4]1[C:8]2=[N:9][CH:10]=[CH:11][C:12]([CH3:13])=[C:7]2[N:6]([CH2:17][CH2:16][O:15][CH3:14])[CH:5]=1. Given the reactants [OH-].[K+].[I:3][C:4]1[C:8]2=[N:9][CH:10]=[CH:11][C:12]([CH3:13])=[C:7]2[NH:6][CH:5]=1.[CH3:14][O:15][CH2:16][CH2:17]Br.CCOC(C)=O, predict the reaction product. (2) Given the reactants [F:1][C:2]1[CH:7]=[CH:6][C:5]([C@@H:8]2[CH2:13][CH2:12][CH2:11][CH2:10][C@H:9]2[C:14](O)=[O:15])=[CH:4][CH:3]=1.C(=O)([O-])[O-].[Cs+].[Cs+].S(OC)(OC)(=O)=O.[BH4-].[Li+].CO.[Cl-].[NH4+], predict the reaction product. The product is: [F:1][C:2]1[CH:3]=[CH:4][C:5]([C@@H:8]2[CH2:13][CH2:12][CH2:11][CH2:10][C@H:9]2[CH2:14][OH:15])=[CH:6][CH:7]=1. (3) Given the reactants [CH3:1][C:2]1[C:10]([N:11]2[CH2:16][CH2:15][O:14][CH2:13][CH2:12]2)=[CH:9][CH:8]=[CH:7][C:3]=1[C:4](O)=[O:5], predict the reaction product. The product is: [CH3:1][C:2]1[C:10]([N:11]2[CH2:16][CH2:15][O:14][CH2:13][CH2:12]2)=[CH:9][CH:8]=[CH:7][C:3]=1[CH2:4][OH:5]. (4) The product is: [C:4]([C:5]1[CH:10]=[CH:9][CH:8]=[CH:7][CH:6]=1)(=[O:3])[C:5]1[CH:10]=[CH:9][CH:8]=[CH:7][CH:6]=1. Given the reactants CN[O:3][CH3:4].[C:5]1([Mg]Br)[CH:10]=[CH:9][CH:8]=[CH:7][CH:6]=1, predict the reaction product. (5) Given the reactants C(OC([N:8]1[CH2:13][CH2:12][CH:11]([C:14]2[CH:19]=[CH:18][CH:17]=[CH:16][C:15]=2[CH2:20][O:21]S(C2C=CC(C)=CC=2)(=O)=O)[CH2:10][CH2:9]1)=O)(C)(C)C.CC#N.C([O-])([O-])=O.[K+].[K+].[F:41][C:42]1[CH:47]=[C:46]([F:48])[CH:45]=[C:44]([F:49])[C:43]=1O.[C:51]([OH:57])([C:53]([F:56])([F:55])[F:54])=[O:52], predict the reaction product. The product is: [F:41][C:42]1[CH:47]=[C:46]([F:48])[CH:45]=[C:44]([F:49])[C:43]=1[O:21][CH2:20][C:15]1[CH:16]=[CH:17][CH:18]=[CH:19][C:14]=1[CH:11]1[CH2:10][CH2:9][NH:8][CH2:13][CH2:12]1.[C:51]([OH:57])([C:53]([F:56])([F:55])[F:54])=[O:52]. (6) Given the reactants [CH3:1][C:2]1[CH:7]=[C:6]([CH3:8])[CH:5]=[CH:4][C:3]=1[NH:9][C:10]1[CH:15]=[CH:14][C:13]([C:16]2[CH:21]=[CH:20][CH:19]=[CH:18][CH:17]=2)=[CH:12][CH:11]=1.Br[C:23]1[CH:28]=[CH:27][C:26]([C:29]2[CH:34]=[CH:33][C:32]([C:35]3[CH:40]=[CH:39][C:38](Br)=[CH:37][CH:36]=3)=[CH:31][CH:30]=2)=[CH:25][CH:24]=1.[C:51](P([C:51]([CH3:54])([CH3:53])[CH3:52])[C:51]([CH3:54])([CH3:53])[CH3:52])([CH3:54])([CH3:53])[CH3:52].[C:55]([O-])([CH3:58])([CH3:57])[CH3:56].[K+], predict the reaction product. The product is: [C:13]1([C:16]2[CH:21]=[CH:20][CH:19]=[CH:18][CH:17]=2)[CH:14]=[CH:15][C:10]([N:9]([C:3]2[CH:4]=[CH:5][C:6]([CH3:8])=[CH:7][C:2]=2[CH3:1])[C:23]2[CH:28]=[CH:27][C:26]([C:29]3[CH:34]=[CH:33][C:32]([C:35]4[CH:40]=[CH:39][C:38]([N:9]([C:3]5[CH:4]=[CH:5][C:54]([C:51]6[CH:52]=[CH:8][CH:6]=[CH:7][CH:53]=6)=[CH:1][CH:2]=5)[C:56]5[CH:15]=[CH:10][C:11]([CH3:12])=[CH:57][C:55]=5[CH3:58])=[CH:37][CH:36]=4)=[CH:31][CH:30]=3)=[CH:25][CH:24]=2)=[CH:11][CH:12]=1. (7) Given the reactants [Cl:1][CH2:2][C:3]([C:5]1[CH:6]=[C:7]2[C:11](=[CH:12][CH:13]=1)[NH:10][C:9](=[O:14])[CH2:8]2)=O.C([SiH](CC)CC)C.O, predict the reaction product. The product is: [Cl:1][CH2:2][CH2:3][C:5]1[CH:6]=[C:7]2[C:11](=[CH:12][CH:13]=1)[NH:10][C:9](=[O:14])[CH2:8]2. (8) Given the reactants [C:1]([C:3]1[CH:4]=[C:5]([C:13]2[O:17][N:16]=[C:15]([C:18]3[CH:27]=[CH:26][CH:25]=[C:24]4[C:19]=3[CH2:20][CH2:21][N:22]([C:28](=[O:38])[CH2:29][NH:30]C(=O)OC(C)(C)C)[CH2:23]4)[N:14]=2)[CH:6]=[CH:7][C:8]=1[O:9][CH:10]([CH3:12])[CH3:11])#[N:2].[ClH:39].CCOCC, predict the reaction product. The product is: [ClH:39].[NH2:30][CH2:29][C:28]([N:22]1[CH2:21][CH2:20][C:19]2[C:24](=[CH:25][CH:26]=[CH:27][C:18]=2[C:15]2[N:14]=[C:13]([C:5]3[CH:6]=[CH:7][C:8]([O:9][CH:10]([CH3:12])[CH3:11])=[C:3]([CH:4]=3)[C:1]#[N:2])[O:17][N:16]=2)[CH2:23]1)=[O:38]. (9) Given the reactants [CH3:1][O:2][C:3]1[CH:4]=[C:5]2[C:10](=[CH:11][C:12]=1[O:13][CH3:14])[N:9]=[CH:8][CH:7]=[C:6]2[O:15][C:16]1[CH:23]=[CH:22][C:21]([O:24][CH3:25])=[CH:20][C:17]=1[CH:18]=[O:19].[CH2:26]([Mg]Br)[CH3:27].[Cl-].[NH4+], predict the reaction product. The product is: [CH3:1][O:2][C:3]1[CH:4]=[C:5]2[C:10](=[CH:11][C:12]=1[O:13][CH3:14])[N:9]=[CH:8][CH:7]=[C:6]2[O:15][C:16]1[CH:23]=[CH:22][C:21]([O:24][CH3:25])=[CH:20][C:17]=1[CH:18]([OH:19])[CH2:26][CH3:27].